This data is from Forward reaction prediction with 1.9M reactions from USPTO patents (1976-2016). The task is: Predict the product of the given reaction. (1) Given the reactants [Cl:1][C:2]1[CH:7]=[CH:6][C:5]([OH:8])=[CH:4][C:3]=1[F:9].C(=O)([O-])[O-].[K+].[K+].[I-].[K+].Br[CH2:19][CH2:20][O:21][Si:22]([C:25]([CH3:28])([CH3:27])[CH3:26])([CH3:24])[CH3:23], predict the reaction product. The product is: [C:25]([Si:22]([O:21][CH2:20][CH2:19][O:8][C:5]1[CH:6]=[CH:7][C:2]([Cl:1])=[C:3]([F:9])[CH:4]=1)([CH3:24])[CH3:23])([CH3:28])([CH3:27])[CH3:26]. (2) The product is: [CH3:8][O:10][C:11]([CH3:46])([CH3:45])[CH2:12][O:13][C:14]1[CH:15]=[CH:16][CH:17]=[C:18]2[C:23]=1[N:22]=[C:21]([CH3:24])[CH:20]=[CH:19]2. Given the reactants [H-].[Na+].CN(C)C=O.[CH:8]([O:10][C:11]([CH3:46])([CH3:45])[CH2:12][O:13][C:14]1[CH:15]=[C:16](F)[CH:17]=[C:18]2[C:23]=1[N:22]=[C:21]([C:24]1N3C=C([C@@H](N4CC[C@H](N)C4)C(F)(F)F)C=CC3=NN=1)[CH:20]=[CH:19]2)=O.IC, predict the reaction product. (3) Given the reactants [CH:1]([C:4]1[C:18]([O:19][CH3:20])=[CH:17][CH:16]=[CH:15][C:5]=1[O:6][C:7]1[CH:14]=[CH:13][C:10]([C:11]#[N:12])=[CH:9][CH:8]=1)([CH3:3])[CH3:2].[Br:21]N1C(=O)CCC1=O.C(OCC)C.O, predict the reaction product. The product is: [Br:21][C:15]1[C:5]([O:6][C:7]2[CH:14]=[CH:13][C:10]([C:11]#[N:12])=[CH:9][CH:8]=2)=[C:4]([CH:1]([CH3:3])[CH3:2])[C:18]([O:19][CH3:20])=[CH:17][CH:16]=1. (4) Given the reactants [CH3:1][O:2][CH2:3][C@@H:4]([O:6][C:7]1[CH:8]=[C:9]([C:24]2[NH:28][N:27]=[C:26]([O:29][CH2:30][C:31](O)=[O:32])[CH:25]=2)[CH:10]=[C:11]([O:13][C:14]2[CH:19]=[CH:18][C:17]([S:20]([CH3:23])(=[O:22])=[O:21])=[CH:16][CH:15]=2)[CH:12]=1)[CH3:5].[N:34]1([C:40](=[O:42])[CH3:41])[CH2:39][CH2:38][NH:37][CH2:36][CH2:35]1.Cl.CN(C)CCCN=C=NCC.ON1C2C=CC=CC=2N=N1, predict the reaction product. The product is: [C:40]([N:34]1[CH2:39][CH2:38][N:37]([C:31](=[O:32])[CH2:30][O:29][C:26]2[CH:25]=[C:24]([C:9]3[CH:10]=[C:11]([O:13][C:14]4[CH:19]=[CH:18][C:17]([S:20]([CH3:23])(=[O:22])=[O:21])=[CH:16][CH:15]=4)[CH:12]=[C:7]([O:6][C@@H:4]([CH3:5])[CH2:3][O:2][CH3:1])[CH:8]=3)[NH:28][N:27]=2)[CH2:36][CH2:35]1)(=[O:42])[CH3:41]. (5) Given the reactants [CH3:1][Si:2]([CH2:5][NH:6][CH2:7][CH2:8][CH2:9][CH3:10])([CH3:4])[CH3:3].[CH2:11]=O.CO.[C:15]([O-:18])([O-])=O.[K+].[K+], predict the reaction product. The product is: [CH3:11][O:18][CH2:15][N:6]([CH2:5][Si:2]([CH3:4])([CH3:3])[CH3:1])[CH2:7][CH2:8][CH2:9][CH3:10].